From a dataset of Forward reaction prediction with 1.9M reactions from USPTO patents (1976-2016). Predict the product of the given reaction. (1) Given the reactants [CH:1]([C:4]1[O:5][C:6]([C:9]2[CH:14]=[CH:13][CH:12]=[C:11]([N+:15]([O-])=O)[CH:10]=2)=[N:7][N:8]=1)([CH3:3])[CH3:2].[Cl-].[NH4+], predict the reaction product. The product is: [CH:1]([C:4]1[O:5][C:6]([C:9]2[CH:10]=[C:11]([CH:12]=[CH:13][CH:14]=2)[NH2:15])=[N:7][N:8]=1)([CH3:3])[CH3:2]. (2) Given the reactants [Cl:1][CH2:2][CH2:3][O:4][C:5]1[CH:6]=[CH:7][CH:8]=[C:9]2[C:13]=1[NH:12][N:11]=[C:10]2[S:14]([C:17]1[C:26]2[C:21](=[CH:22][CH:23]=[CH:24][CH:25]=2)[CH:20]=[CH:19][CH:18]=1)(=[O:16])=[O:15].[Cl:27][C:28]1[CH:29]=[C:30]([CH:33]=[CH:34][CH:35]=1)[CH2:31]Br.C(=O)([O-])[O-].[Cs+].[Cs+], predict the reaction product. The product is: [Cl:27][C:28]1[CH:29]=[C:30]([CH:33]=[CH:34][CH:35]=1)[CH2:31][N:12]1[C:13]2[C:9](=[CH:8][CH:7]=[CH:6][C:5]=2[O:4][CH2:3][CH2:2][Cl:1])[C:10]([S:14]([C:17]2[C:26]3[C:21](=[CH:22][CH:23]=[CH:24][CH:25]=3)[CH:20]=[CH:19][CH:18]=2)(=[O:16])=[O:15])=[N:11]1. (3) Given the reactants [C:1]([O:4][C@H:5]1[C@H:10]([O:11][C:12](=[O:14])[CH3:13])[C@@H:9]([O:15][C:16](=[O:18])[CH3:17])[C@H:8]([N:19]2[C:27]3[C:22](=[C:23]([F:28])[CH:24]=[CH:25][CH:26]=3)[CH:21]=[CH:20]2)[O:7][C@@H:6]1[CH2:29][O:30][C:31](=[O:33])[CH3:32])(=[O:3])[CH3:2].CN([CH:37]=[O:38])C.P(Cl)(Cl)(Cl)=O.CC([O-])=O.[Na+], predict the reaction product. The product is: [C:1]([O:4][C@H:5]1[C@H:10]([O:11][C:12](=[O:14])[CH3:13])[C@@H:9]([O:15][C:16](=[O:18])[CH3:17])[C@H:8]([N:19]2[C:27]3[C:22](=[C:23]([F:28])[CH:24]=[CH:25][CH:26]=3)[C:21]([CH:37]=[O:38])=[CH:20]2)[O:7][C@@H:6]1[CH2:29][O:30][C:31](=[O:33])[CH3:32])(=[O:3])[CH3:2]. (4) Given the reactants [CH2:1]([C:4]1[CH:9]=[CH:8][C:7]([OH:10])=[C:6]([O:11][CH3:12])[CH:5]=1)[CH:2]=[CH2:3].C1(C)C=CC(S(NN)(=O)=O)=CC=1.CC([O-])=O.[Na+], predict the reaction product. The product is: [CH3:12][O:11][C:6]1[CH:5]=[C:4]([CH2:1][CH2:2][CH3:3])[CH:9]=[CH:8][C:7]=1[OH:10]. (5) The product is: [Cl:1][C:2]1[CH:3]=[C:4]([NH:8][CH2:9][CH2:10][CH2:11][NH2:12])[CH:5]=[CH:6][CH:7]=1. Given the reactants [Cl:1][C:2]1[CH:3]=[C:4]([NH:8][CH2:9][CH2:10][C:11]#[N:12])[CH:5]=[CH:6][CH:7]=1.CO, predict the reaction product. (6) Given the reactants Cl[C:2]1[C:11]2[C:6](=[CH:7][C:8]([C:14]3[C:15]([CH3:20])=[N:16][O:17][C:18]=3[CH3:19])=[C:9]([O:12][CH3:13])[CH:10]=2)[N:5]=[CH:4][C:3]=1[C:21]([NH2:23])=[O:22].CCN(C(C)C)C(C)C.[C:33]1([C@H:39]([NH2:41])[CH3:40])[CH:38]=[CH:37][CH:36]=[CH:35][CH:34]=1, predict the reaction product. The product is: [CH3:20][C:15]1[C:14]([C:8]2[CH:7]=[C:6]3[C:11]([C:2]([NH:41][C@@H:39]([C:33]4[CH:38]=[CH:37][CH:36]=[CH:35][CH:34]=4)[CH3:40])=[C:3]([C:21]([NH2:23])=[O:22])[CH:4]=[N:5]3)=[CH:10][C:9]=2[O:12][CH3:13])=[C:18]([CH3:19])[O:17][N:16]=1.